The task is: Predict the reaction yield, written as a fraction of the theoretical maximum amount of product (1.0 means a 100% yield; for example, 0.34 means a 34% yield).. This data is from Reaction yield outcomes from USPTO patents with 853,638 reactions. (1) The reactants are [Br:1][C:2]1[CH:3]=[CH:4][C:5]([O:10][CH3:11])=[C:6]([CH:9]=1)[CH:7]=[O:8].[N+:12]([O-])([OH:14])=[O:13].O. The catalyst is S(=O)(=O)(O)O. The product is [Br:1][C:2]1[CH:3]=[C:4]([N+:12]([O-:14])=[O:13])[C:5]([O:10][CH3:11])=[C:6]([CH:9]=1)[CH:7]=[O:8]. The yield is 0.990. (2) The reactants are [Cl:1][C:2]1[N:3]=[CH:4][CH:5]=[C:6]2[C:10]([CH3:11])=[C:9]([CH3:12])[N:8]([CH2:13][C:14]3[CH:19]=[CH:18][C:17]([F:20])=[CH:16][CH:15]=3)[C:7]=12.[CH3:21][C:22]1[CH:29]=[CH:28][C:25]([CH2:26][NH2:27])=[CH:24][CH:23]=1. No catalyst specified. The product is [ClH:1].[F:20][C:17]1[CH:18]=[CH:19][C:14]([CH2:13][N:8]2[C:7]3=[C:2]([NH:27][CH2:26][C:25]4[CH:28]=[CH:29][C:22]([CH3:21])=[CH:23][CH:24]=4)[N:3]=[CH:4][CH:5]=[C:6]3[C:10]([CH3:11])=[C:9]2[CH3:12])=[CH:15][CH:16]=1. The yield is 0.450. (3) The reactants are [Cl:1][C:2]1[CH:7]=[CH:6][C:5]([C:8]2(O)[C:13]3[N:14]=[C:15]([C:17]4[C:18]([CH3:26])=[N:19][N:20]5[CH:25]=[CH:24][CH:23]=[CH:22][C:21]=45)[S:16][C:12]=3[CH2:11][CH2:10][CH2:9]2)=[CH:4][CH:3]=1.C([SiH](CC)CC)C.FC(F)(F)C(O)=O. The catalyst is ClCCCl. The product is [Cl:1][C:2]1[CH:7]=[CH:6][C:5]([CH:8]2[C:13]3[N:14]=[C:15]([C:17]4[C:18]([CH3:26])=[N:19][N:20]5[CH:25]=[CH:24][CH:23]=[CH:22][C:21]=45)[S:16][C:12]=3[CH2:11][CH2:10][CH2:9]2)=[CH:4][CH:3]=1. The yield is 0.918. (4) The catalyst is C1(C)C=CC=CC=1. The reactants are CS[C:3](SC)=[C:4]1[C:13](=[O:14])[C:12]([CH2:16][CH2:17][CH2:18][CH3:19])([CH3:15])[C:11]2[C:6](=[CH:7][CH:8]=[CH:9][CH:10]=2)[C:5]1=[O:20].[NH2:23][C:24]1[CH:29]=[CH:28][CH:27]=[CH:26][C:25]=1[S:30]([NH2:33])(=[O:32])=[O:31]. The product is [CH2:16]([C:12]1([CH3:15])[C:11]2[C:6](=[CH:7][CH:8]=[CH:9][CH:10]=2)[C:5]([OH:20])=[C:4]([C:3]2[NH:23][C:24]3[CH:29]=[CH:28][CH:27]=[CH:26][C:25]=3[S:30](=[O:31])(=[O:32])[N:33]=2)[C:13]1=[O:14])[CH2:17][CH2:18][CH3:19]. The yield is 0.860. (5) The reactants are [NH2:1][C:2]1[CH:14]=[CH:13][C:5]([CH2:6][P:7](=[O:12])([O:10][CH3:11])[O:8][CH3:9])=[CH:4][CH:3]=1.[F:15][C:16]1[CH:21]=[CH:20][C:19]([C:22]2[N:26]([CH3:27])[N:25]=[CH:24][C:23]=2/[CH:28]=[CH:29]/[C:30](O)=[O:31])=[CH:18][CH:17]=1.O.ON1C2C=CC=CC=2N=N1.Cl.C(N=C=NCCCN(C)C)C.Cl. The catalyst is CN(C)C=O. The product is [CH3:11][O:10][P:7]([CH2:6][C:5]1[CH:13]=[CH:14][C:2]([NH:1][C:30](=[O:31])/[CH:29]=[CH:28]/[C:23]2[CH:24]=[N:25][N:26]([CH3:27])[C:22]=2[C:19]2[CH:20]=[CH:21][C:16]([F:15])=[CH:17][CH:18]=2)=[CH:3][CH:4]=1)([O:8][CH3:9])=[O:12]. The yield is 0.650.